This data is from Forward reaction prediction with 1.9M reactions from USPTO patents (1976-2016). The task is: Predict the product of the given reaction. (1) Given the reactants [CH3:1][N:2]1[C:6]([C:7]([NH:9][NH2:10])=[O:8])=[CH:5][C:4]([CH3:11])=[N:3]1.CCCCCCC.[C:19](OCC)(=[O:21])C, predict the reaction product. The product is: [CH3:1][N:2]1[C:6]([C:7]2[O:8][C:19](=[O:21])[NH:10][N:9]=2)=[CH:5][C:4]([CH3:11])=[N:3]1. (2) The product is: [CH2:1]([O:8][C:9]([C:11]1[CH:20]=[CH:19][C:18]2[C:13](=[C:14]([C:39]3[C:40]4[C:35](=[CH:34][CH:33]=[CH:32][CH:31]=4)[CH:36]=[CH:37][CH:38]=3)[CH:15]=[CH:16][CH:17]=2)[N:12]=1)=[O:10])[C:2]1[CH:7]=[CH:6][CH:5]=[CH:4][CH:3]=1. Given the reactants [CH2:1]([O:8][C:9]([C:11]1[CH:20]=[CH:19][C:18]2[C:13](=[C:14](B3OC(C)(C)C(C)(C)O3)[CH:15]=[CH:16][CH:17]=2)[N:12]=1)=[O:10])[C:2]1[CH:7]=[CH:6][CH:5]=[CH:4][CH:3]=1.Br[C:31]1[C:40]2[C:35](=[CH:36][CH:37]=[CH:38][CH:39]=2)[CH:34]=[CH:33][CH:32]=1.C([O-])([O-])=O.[K+].[K+], predict the reaction product.